This data is from Reaction yield outcomes from USPTO patents with 853,638 reactions. The task is: Predict the reaction yield, written as a fraction of the theoretical maximum amount of product (1.0 means a 100% yield; for example, 0.34 means a 34% yield). (1) The product is [CH2:1]([O:3][C:4](=[O:21])[C:5]1[CH:17]=[C:16]([C:18](=[O:20])[CH3:19])[CH:15]=[C:7]([C:8]([N:10]([CH3:14])[CH2:11][CH2:12][CH3:13])=[O:9])[CH:6]=1)[CH3:2]. The reactants are [CH2:1]([O:3][C:4](=[O:21])[C:5]1[CH:17]=[C:16]([CH:18]([OH:20])[CH3:19])[CH:15]=[C:7]([C:8]([N:10]([CH3:14])[CH2:11][CH2:12][CH3:13])=[O:9])[CH:6]=1)[CH3:2].CC(OI1(OC(C)=O)(OC(C)=O)OC(=O)C2C=CC=CC1=2)=O. The yield is 0.780. The catalyst is ClCCl. (2) The reactants are [Br:1][C:2]1[CH:16]=[CH:15][C:5]([C:6]([C@H:8]2[CH2:10][C@H:9]2[C:11]([O:13]C)=[O:12])=[O:7])=[CH:4][CH:3]=1.[OH-].[Na+]. The catalyst is CO. The product is [Br:1][C:2]1[CH:3]=[CH:4][C:5]([C:6]([C@@H:8]2[CH2:10][C@H:9]2[C:11]([OH:13])=[O:12])=[O:7])=[CH:15][CH:16]=1. The yield is 0.950. (3) The reactants are [CH3:1][O:2][C:3]([C:5]1[N:10]=[CH:9][C:8](Br)=[CH:7][N:6]=1)=[O:4].C1C=CC(P(C2C=CC3C(=CC=CC=3)C=2C2C3C(=CC=CC=3)C=CC=2P(C2C=CC=CC=2)C2C=CC=CC=2)C2C=CC=CC=2)=CC=1.C([O-])([O-])=O.[Cs+].[Cs+].[C:64](=[NH:77])([C:71]1[CH:76]=[CH:75][CH:74]=[CH:73][CH:72]=1)[C:65]1[CH:70]=[CH:69][CH:68]=[CH:67][CH:66]=1. The catalyst is CC([O-])=O.CC([O-])=O.[Pd+2].C1(C)C=CC=CC=1. The product is [CH3:1][O:2][C:3]([C:5]1[N:10]=[CH:9][C:8]([N:77]=[C:64]([C:65]2[CH:70]=[CH:69][CH:68]=[CH:67][CH:66]=2)[C:71]2[CH:76]=[CH:75][CH:74]=[CH:73][CH:72]=2)=[CH:7][N:6]=1)=[O:4]. The yield is 0.460.